Dataset: NCI-60 drug combinations with 297,098 pairs across 59 cell lines. Task: Regression. Given two drug SMILES strings and cell line genomic features, predict the synergy score measuring deviation from expected non-interaction effect. Drug 1: CC1=CC2C(CCC3(C2CCC3(C(=O)C)OC(=O)C)C)C4(C1=CC(=O)CC4)C. Drug 2: CC1=C(C(=CC=C1)Cl)NC(=O)C2=CN=C(S2)NC3=CC(=NC(=N3)C)N4CCN(CC4)CCO. Cell line: PC-3. Synergy scores: CSS=18.0, Synergy_ZIP=-0.785, Synergy_Bliss=2.56, Synergy_Loewe=-25.4, Synergy_HSA=0.533.